Dataset: NCI-60 drug combinations with 297,098 pairs across 59 cell lines. Task: Regression. Given two drug SMILES strings and cell line genomic features, predict the synergy score measuring deviation from expected non-interaction effect. (1) Drug 1: CC(CN1CC(=O)NC(=O)C1)N2CC(=O)NC(=O)C2. Drug 2: C(=O)(N)NO. Cell line: SN12C. Synergy scores: CSS=24.5, Synergy_ZIP=-7.03, Synergy_Bliss=-1.93, Synergy_Loewe=-11.0, Synergy_HSA=-2.11. (2) Drug 1: CCC1(CC2CC(C3=C(CCN(C2)C1)C4=CC=CC=C4N3)(C5=C(C=C6C(=C5)C78CCN9C7C(C=CC9)(C(C(C8N6C)(C(=O)OC)O)OC(=O)C)CC)OC)C(=O)OC)O.OS(=O)(=O)O. Drug 2: C1=NNC2=C1C(=O)NC=N2. Cell line: DU-145. Synergy scores: CSS=-2.15, Synergy_ZIP=3.14, Synergy_Bliss=3.91, Synergy_Loewe=-0.912, Synergy_HSA=-1.79.